This data is from Forward reaction prediction with 1.9M reactions from USPTO patents (1976-2016). The task is: Predict the product of the given reaction. (1) Given the reactants Cl[C:2]1[CH:7]=[C:6]([CH3:8])[N:5]=[C:4]([C:9]2[CH:14]=[CH:13][CH:12]=[CH:11][N:10]=2)[N:3]=1.[CH3:15][O:16][C:17]1[CH:18]=[C:19]([CH:21]=[CH:22][C:23]=1[O:24][CH3:25])[NH2:20], predict the reaction product. The product is: [CH3:15][O:16][C:17]1[CH:18]=[C:19]([CH:21]=[CH:22][C:23]=1[O:24][CH3:25])[NH:20][C:2]1[CH:7]=[C:6]([CH3:8])[N:5]=[C:4]([C:9]2[CH:14]=[CH:13][CH:12]=[CH:11][N:10]=2)[N:3]=1. (2) Given the reactants [H-].[Na+].[I:3][C:4]1[CH:5]=[C:6]2[C:10](=[CH:11][CH:12]=1)[NH:9][N:8]=[CH:7]2.[CH2:13]1COCC1, predict the reaction product. The product is: [I:3][C:4]1[CH:5]=[C:6]2[C:10](=[CH:11][CH:12]=1)[N:9]([CH3:13])[N:8]=[CH:7]2.